Dataset: Catalyst prediction with 721,799 reactions and 888 catalyst types from USPTO. Task: Predict which catalyst facilitates the given reaction. (1) Reactant: Cl[C:2]1[C:3]2[C:4](=[CH:16][N:17](CC3C=CC(OC)=CC=3)[N:18]=2)[N:5]=[C:6]([C:8]2[CH:13]=[CH:12][CH:11]=[C:10]([O:14][CH3:15])[CH:9]=2)[N:7]=1.[NH2:28][C:29]1[CH:34]=[CH:33][C:32]([C:35]([N:37]2[CH2:41][CH2:40][CH2:39][CH2:38]2)=O)=[CH:31][CH:30]=1.Cl. Product: [CH3:15][O:14][C:10]1[CH:9]=[C:8]([C:6]2[N:7]=[C:2]([NH:28][C:29]3[CH:30]=[CH:31][C:32]([CH2:35][N:37]4[CH2:41][CH2:40][CH2:39][CH2:38]4)=[CH:33][CH:34]=3)[C:3]3[NH:18][N:17]=[CH:16][C:4]=3[N:5]=2)[CH:13]=[CH:12][CH:11]=1. The catalyst class is: 71. (2) Reactant: [Cl:1][C:2]1[CH:7]=[CH:6][C:5]([CH2:8][C@@H:9]([NH:29][C:30]([C@@H:32]2[CH2:36][CH2:35][C@H:34]([NH:37]C(OC(C)(C)C)=O)[CH2:33]2)=[O:31])[C:10]([N:12]2[CH2:17][CH2:16][CH:15]([C:18]3[CH:23]=[CH:22][CH:21]=[CH:20][C:19]=3[NH:24][S:25]([CH3:28])(=[O:27])=[O:26])[CH2:14][CH2:13]2)=[O:11])=[CH:4][CH:3]=1.C(O)(C(F)(F)F)=O. Product: [Cl:1][C:2]1[CH:3]=[CH:4][C:5]([CH2:8][C@@H:9]([NH:29][C:30]([C@@H:32]2[CH2:36][CH2:35][C@H:34]([NH2:37])[CH2:33]2)=[O:31])[C:10]([N:12]2[CH2:17][CH2:16][CH:15]([C:18]3[CH:23]=[CH:22][CH:21]=[CH:20][C:19]=3[NH:24][S:25]([CH3:28])(=[O:27])=[O:26])[CH2:14][CH2:13]2)=[O:11])=[CH:6][CH:7]=1. The catalyst class is: 2. (3) Reactant: Br[C:2]1[CH:3]=[N:4][CH:5]=[C:6]([C:8]([F:11])([F:10])[F:9])[CH:7]=1.C([Li])CCC.[O:17]=[C:18]1[CH2:23][CH2:22][N:21]([C:24]([O:26][C:27]([CH3:30])([CH3:29])[CH3:28])=[O:25])[CH2:20][CH2:19]1. Product: [C:27]([O:26][C:24]([N:21]1[CH2:22][CH2:23][C:18]([OH:17])([C:2]2[CH:3]=[N:4][CH:5]=[C:6]([C:8]([F:11])([F:10])[F:9])[CH:7]=2)[CH2:19][CH2:20]1)=[O:25])([CH3:30])([CH3:28])[CH3:29]. The catalyst class is: 2.